From a dataset of Catalyst prediction with 721,799 reactions and 888 catalyst types from USPTO. Predict which catalyst facilitates the given reaction. Reactant: Cl[CH2:2][CH2:3][NH:4][C:5](=[O:36])[NH:6][C:7]1[N:12]=[CH:11][C:10]([O:13][C:14]2[CH:15]=[C:16]([NH:20][C:21]([N:23]3[CH2:27][CH2:26][N:25]([C:28]4[CH:33]=[CH:32][C:31]([F:34])=[CH:30][CH:29]=4)[C:24]3=[O:35])=[O:22])[CH:17]=[CH:18][CH:19]=2)=[CH:9][CH:8]=1.[NH:37]1[CH2:41][CH2:40][CH2:39][CH2:38]1. Product: [F:34][C:31]1[CH:32]=[CH:33][C:28]([N:25]2[CH2:26][CH2:27][N:23]([C:21]([NH:20][C:16]3[CH:17]=[CH:18][CH:19]=[C:14]([O:13][C:10]4[CH:11]=[N:12][C:7]([NH:6][C:5]([NH:4][CH2:3][CH2:2][N:37]5[CH2:41][CH2:40][CH2:39][CH2:38]5)=[O:36])=[CH:8][CH:9]=4)[CH:15]=3)=[O:22])[C:24]2=[O:35])=[CH:29][CH:30]=1. The catalyst class is: 16.